This data is from Reaction yield outcomes from USPTO patents with 853,638 reactions. The task is: Predict the reaction yield, written as a fraction of the theoretical maximum amount of product (1.0 means a 100% yield; for example, 0.34 means a 34% yield). (1) The reactants are Br[C:2]1[CH:3]=[C:4]([NH:10][C:11]2[CH:20]=[C:14]3[CH2:15][N:16]([CH3:19])[CH2:17][CH2:18][N:13]3[N:12]=2)[C:5](=[O:9])[N:6]([CH3:8])[CH:7]=1.[C:21]([O:24][CH2:25][C:26]1[C:27]([N:41]2[CH2:53][CH2:52][N:44]3[C:45]4[CH2:46][CH2:47][CH2:48][CH2:49][C:50]=4[CH:51]=[C:43]3[C:42]2=[O:54])=[N:28][CH:29]=[CH:30][C:31]=1B1OC(C)(C)C(C)(C)O1)(=[O:23])[CH3:22].CC([O-])=O.[Na+].[O-]P([O-])([O-])=O.[K+].[K+].[K+]. The catalyst is C(#N)C. The product is [C:21]([O:24][CH2:25][C:26]1[C:27]([N:41]2[CH2:53][CH2:52][N:44]3[C:45]4[CH2:46][CH2:47][CH2:48][CH2:49][C:50]=4[CH:51]=[C:43]3[C:42]2=[O:54])=[N:28][CH:29]=[CH:30][C:31]=1[C:2]1[CH:3]=[C:4]([NH:10][C:11]2[CH:20]=[C:14]3[CH2:15][N:16]([CH3:19])[CH2:17][CH2:18][N:13]3[N:12]=2)[C:5](=[O:9])[N:6]([CH3:8])[CH:7]=1)(=[O:23])[CH3:22]. The yield is 0.940. (2) The reactants are C(O[C:4]([C:6]1[C:7]([NH2:21])=[CH:8][C:9]2[N:10]([CH:12]=[C:13]([C:15]3[CH:20]=[CH:19][CH:18]=[CH:17][CH:16]=3)[N:14]=2)[CH:11]=1)=[O:5])C.Cl.[CH3:23][NH2:24]. No catalyst specified. The product is [CH3:23][NH:24][C:4]([C:6]1[C:7]([NH2:21])=[CH:8][C:9]2[N:10]([CH:12]=[C:13]([C:15]3[CH:16]=[CH:17][CH:18]=[CH:19][CH:20]=3)[N:14]=2)[CH:11]=1)=[O:5]. The yield is 0.600. (3) The reactants are [NH2:1][C:2]1[CH:7]=[CH:6][CH:5]=[CH:4][CH:3]=1.N1C=[CH:12][CH:11]=[CH:10][CH:9]=1.[CH3:14][C:15]1[CH:23]=[CH:22][CH:21]=[CH:20][C:16]=1[C:17](Cl)=[O:18]. The catalyst is C1COCC1. The product is [CH3:14][C:15]1[CH:23]=[CH:22][CH:21]=[CH:20][C:16]=1[C:17]([NH:1][C:2]1[C:7]2[CH2:12][CH2:11][CH2:10][CH2:9][C:6]=2[CH:5]=[CH:4][CH:3]=1)=[O:18]. The yield is 0.650. (4) The reactants are [C:1]([O:5][C:6]([NH:8][CH2:9][C:10]1[CH:15]=[CH:14][C:13]([CH:16]([OH:22])[CH2:17][C:18]([CH3:21])([CH3:20])[CH3:19])=[C:12]([F:23])[CH:11]=1)=[O:7])([CH3:4])([CH3:3])[CH3:2]. The catalyst is O1CCOCC1.[O-2].[O-2].[Mn+4]. The product is [C:1]([O:5][C:6]([NH:8][CH2:9][C:10]1[CH:15]=[CH:14][C:13]([C:16](=[O:22])[CH2:17][C:18]([CH3:21])([CH3:20])[CH3:19])=[C:12]([F:23])[CH:11]=1)=[O:7])([CH3:4])([CH3:2])[CH3:3]. The yield is 0.770. (5) The reactants are Br[C:2]1[N:7]=[C:6]([NH:8][C:9]2[CH:14]=[CH:13][C:12]([CH:15]3[C:20](=[O:21])[NH:19][CH2:18][CH2:17][N:16]3[CH3:22])=[CH:11][CH:10]=2)[C:5](=[O:23])[N:4]([CH3:24])[CH:3]=1.[C:25]([C:29]1[S:36][C:35]2[C:34](=[O:37])[N:33]([C:38]3[CH:43]=[CH:42][CH:41]=[C:40](B4OC(C)(C)C(C)(C)O4)[C:39]=3[CH3:53])[CH2:32][C:31]=2[CH:30]=1)([CH3:28])([CH3:27])[CH3:26].C(=O)([O-])[O-].[Na+].[Na+]. The catalyst is C1C=CC([P]([Pd]([P](C2C=CC=CC=2)(C2C=CC=CC=2)C2C=CC=CC=2)([P](C2C=CC=CC=2)(C2C=CC=CC=2)C2C=CC=CC=2)[P](C2C=CC=CC=2)(C2C=CC=CC=2)C2C=CC=CC=2)(C2C=CC=CC=2)C2C=CC=CC=2)=CC=1.O. The product is [C:25]([C:29]1[S:36][C:35]2[C:34](=[O:37])[N:33]([C:38]3[CH:43]=[CH:42][CH:41]=[C:40]([C:2]4[N:7]=[C:6]([NH:8][C:9]5[CH:14]=[CH:13][C:12]([CH:15]6[C:20](=[O:21])[NH:19][CH2:18][CH2:17][N:16]6[CH3:22])=[CH:11][CH:10]=5)[C:5](=[O:23])[N:4]([CH3:24])[CH:3]=4)[C:39]=3[CH3:53])[CH2:32][C:31]=2[CH:30]=1)([CH3:28])([CH3:26])[CH3:27]. The yield is 0.130.